This data is from Full USPTO retrosynthesis dataset with 1.9M reactions from patents (1976-2016). The task is: Predict the reactants needed to synthesize the given product. (1) Given the product [ClH:21].[F:20][C:2]([F:1])([F:19])[C:3]([NH:5][CH2:6][C@H:7]1[CH2:11][CH2:10][NH:9][CH2:8]1)=[O:4], predict the reactants needed to synthesize it. The reactants are: [F:1][C:2]([F:20])([F:19])[C:3]([NH:5][CH2:6][C@H:7]1[CH2:11][CH2:10][N:9](C(OC(C)(C)C)=O)[CH2:8]1)=[O:4].[ClH:21]. (2) Given the product [CH3:1][O:2][C:3]1[CH:8]=[CH:7][CH:6]=[C:5]([CH3:9])[C:4]=1[NH:10][C:11]([N:60]1[CH2:59][CH2:58][N:57]([C:54]2[CH:55]=[CH:56][C:51]([NH:50][C:48]([NH:47][C:41]3[CH:42]=[C:43]([CH3:46])[CH:44]=[CH:45][C:40]=3[O:39][CH3:38])=[O:49])=[CH:52][CH:53]=2)[CH2:62][CH2:61]1)=[O:29], predict the reactants needed to synthesize it. The reactants are: [CH3:1][O:2][C:3]1[CH:8]=[CH:7][CH:6]=[C:5]([CH3:9])[C:4]=1[NH:10][C:11]1C=CC=CC=1.C(N(C(C)C)CC)(C)C.ClC(Cl)([O:29]C(=O)OC(Cl)(Cl)Cl)Cl.[CH3:38][O:39][C:40]1[CH:45]=[CH:44][C:43]([CH3:46])=[CH:42][C:41]=1[NH:47][C:48]([NH:50][C:51]1[CH:56]=[CH:55][C:54]([N:57]2[CH2:62][CH2:61][NH:60][CH2:59][CH2:58]2)=[CH:53][CH:52]=1)=[O:49]. (3) The reactants are: C([N:8]1[C:17]2[C:12](=[C:13]([C:18]3[CH:23]=[CH:22][C:21]([CH3:24])=[CH:20][C:19]=3[CH3:25])[CH:14]=[CH:15][CH:16]=2)[C:11](=[O:26])[C:10]([CH3:27])=[N:9]1)C1C=CC=CC=1.[H][H]. Given the product [CH3:25][C:19]1[CH:20]=[C:21]([CH3:24])[CH:22]=[CH:23][C:18]=1[C:13]1[CH:14]=[CH:15][CH:16]=[C:17]2[C:12]=1[C:11](=[O:26])[C:10]([CH3:27])=[N:9][NH:8]2, predict the reactants needed to synthesize it. (4) Given the product [C:25]([O:28][C:10]1[NH:9][C:7]2[N:8]=[C:3]([S:2][CH3:1])[N:4]([C:13]3[CH:14]=[CH:15][C:16]([O:19][CH2:20][C:21]([F:24])([F:22])[F:23])=[CH:17][CH:18]=3)[C:5](=[O:12])[C:6]=2[CH:11]=1)(=[O:27])[CH3:26], predict the reactants needed to synthesize it. The reactants are: [CH3:1][S:2][C:3]1[N:4]([C:13]2[CH:18]=[CH:17][C:16]([O:19][CH2:20][C:21]([F:24])([F:23])[F:22])=[CH:15][CH:14]=2)[C:5](=[O:12])[C:6]2[CH:11]=[CH:10][NH:9][C:7]=2[N:8]=1.[C:25]([OH:28])(=[O:27])[CH3:26].[C:25]([OH:28])(=[O:27])[CH3:26].I(C1C=CC=CC=1)=O. (5) Given the product [C:14]([O:13][C:11]([NH:1][C:2]1[CH:6]=[C:5]([C:7]([O:9][CH3:10])=[O:8])[NH:4][N:3]=1)=[O:12])([CH3:17])([CH3:16])[CH3:15], predict the reactants needed to synthesize it. The reactants are: [NH2:1][C:2]1[CH:6]=[C:5]([C:7]([O:9][CH3:10])=[O:8])[NH:4][N:3]=1.[C:11](O[C:11]([O:13][C:14]([CH3:17])([CH3:16])[CH3:15])=[O:12])([O:13][C:14]([CH3:17])([CH3:16])[CH3:15])=[O:12].N1C=CN=C1. (6) Given the product [Cl:1][C:2]1[CH:3]=[CH:4][C:5]([C:18]#[N:19])=[C:6]([C:8]2[C:9]([C:16]#[N:17])=[CH:10][NH:11][C:12](=[O:14])[CH:13]=2)[CH:7]=1, predict the reactants needed to synthesize it. The reactants are: [Cl:1][C:2]1[CH:3]=[CH:4][C:5]([C:18]#[N:19])=[C:6]([C:8]2[CH:13]=[C:12]([O:14]C)[N:11]=[CH:10][C:9]=2[C:16]#[N:17])[CH:7]=1.Cl.[NH+]1C=CC=CC=1. (7) Given the product [C:15]1(=[O:24])[C:16]2[C:21](=[CH:20][CH:19]=[CH:18][CH:17]=2)[C:22](=[O:23])[NH:14]1, predict the reactants needed to synthesize it. The reactants are: ClC1C([C@@H]([N:14]2[C:22](=[O:23])[C:21]3[C:16](=[CH:17][CH:18]=[CH:19][CH:20]=3)[C:15]2=[O:24])C)=CC2C(=C(Cl)C=CC=2)N=1.C([Sn](CCCC)(CCCC)C1SC=NC=1)CCC.O1CCOCC1. (8) Given the product [Cl:3][C:7]1[CH:12]=[CH:11][N:10]=[C:9]([NH:13][C:14]2[CH:21]=[CH:20][C:17]([C:18]#[N:19])=[CH:16][CH:15]=2)[N:8]=1, predict the reactants needed to synthesize it. The reactants are: P(Cl)(Cl)([Cl:3])=O.O[C:7]1[CH:12]=[CH:11][N:10]=[C:9]([NH:13][C:14]2[CH:21]=[CH:20][C:17]([C:18]#[N:19])=[CH:16][CH:15]=2)[N:8]=1. (9) Given the product [C:12]([O:11][C:10]([NH:9][CH2:8][CH2:7][CH:3]1[O:4][CH2:5][CH2:6][N:1]([C:22]([O:23][CH2:24][C:25]2[CH:26]=[C:27]([Cl:32])[CH:28]=[C:29]([Cl:31])[CH:30]=2)=[O:33])[CH2:2]1)=[O:16])([CH3:13])([CH3:15])[CH3:14], predict the reactants needed to synthesize it. The reactants are: [NH:1]1[CH2:6][CH2:5][O:4][CH:3]([CH2:7][CH2:8][NH:9][C:10](=[O:16])[O:11][C:12]([CH3:15])([CH3:14])[CH3:13])[CH2:2]1.C(=O)(O)[O-].[Na+].[C:22](Cl)(=[O:33])[O:23][CH2:24][C:25]1[CH:30]=[C:29]([Cl:31])[CH:28]=[C:27]([Cl:32])[CH:26]=1.[OH-].[Na+]. (10) Given the product [Cl:30][C:13]1[CH:12]=[CH:11][C:10]2[C:9](=[O:31])[N:8]([C@H:6]([CH3:7])[CH2:5][OH:4])[CH:17]=[CH:16][C:15]=2[C:14]=1[C:18]([NH:19][CH2:20][CH:21]1[CH2:26][CH2:25][C:24]([F:28])([F:27])[CH2:23][CH2:22]1)=[O:29], predict the reactants needed to synthesize it. The reactants are: C([O:4][CH2:5][C@H:6]([N:8]1[CH:17]=[CH:16][C:15]2[C:10](=[CH:11][CH:12]=[C:13]([Cl:30])[C:14]=2[C:18](=[O:29])[NH:19][CH2:20][CH:21]2[CH2:26][CH2:25][C:24]([F:28])([F:27])[CH2:23][CH2:22]2)[C:9]1=[O:31])[CH3:7])(=O)C.C(=O)([O-])[O-].[K+].[K+].CO.